Task: Predict the reactants needed to synthesize the given product.. Dataset: Full USPTO retrosynthesis dataset with 1.9M reactions from patents (1976-2016) (1) Given the product [Br:13][C:14]1[CH:22]=[C:18]([C:19]2[O:9][N:8]=[C:6]([C:5]3[CH:4]=[C:3]([CH:12]=[CH:11][CH:10]=3)[C:1]#[N:2])[N:7]=2)[CH:17]=[N:16][CH:15]=1, predict the reactants needed to synthesize it. The reactants are: [C:1]([C:3]1[CH:4]=[C:5]([CH:10]=[CH:11][CH:12]=1)[C:6](=[N:8][OH:9])[NH2:7])#[N:2].[Br:13][C:14]1[CH:15]=[N:16][CH:17]=[C:18]([CH:22]=1)[C:19](Cl)=O.N. (2) Given the product [C:1]1([C:22]2[CH:23]=[CH:24][CH:25]=[CH:26][CH:27]=2)[CH:6]=[CH:5][C:4]([N:7]2[CH:16]([CH2:17][C:18]([O:20][CH3:21])=[O:19])[C:11]3[C:10](=[CH:15][CH:14]=[CH:13][CH:12]=3)[N:9]=[C:8]2[N:29]([CH3:28])[CH2:30][CH2:31][CH2:32][CH2:33][CH2:34][N:35]2[CH2:36][CH2:37][CH2:38][CH2:39]2)=[CH:3][CH:2]=1, predict the reactants needed to synthesize it. The reactants are: [C:1]1([C:22]2[CH:27]=[CH:26][CH:25]=[CH:24][CH:23]=2)[CH:6]=[CH:5][C:4]([N:7]=[C:8]=[N:9][C:10]2[CH:15]=[CH:14][CH:13]=[CH:12][C:11]=2[CH:16]=[CH:17][C:18]([O:20][CH3:21])=[O:19])=[CH:3][CH:2]=1.[CH3:28][NH:29][CH2:30][CH2:31][CH2:32][CH2:33][CH2:34][N:35]1[CH2:39][CH2:38][CH2:37][CH2:36]1. (3) Given the product [OH:19][CH2:18][C:14]1[CH:13]=[C:12]([C:11]2[O:10][CH:9]=[N:8][C:7]=2[C:5]([OH:6])=[O:4])[CH:17]=[CH:16][CH:15]=1, predict the reactants needed to synthesize it. The reactants are: N#N.C[O:4][C:5]([C:7]1[N:8]=[CH:9][O:10][C:11]=1[C:12]1[CH:17]=[CH:16][CH:15]=[C:14]([CH2:18][OH:19])[CH:13]=1)=[O:6].[OH-].[Na+].Cl. (4) Given the product [ClH:37].[NH2:34][C:5]1[C:6]([C:12]([NH:14][CH2:15][CH:16]2[CH2:17][CH2:18][N:19]([CH2:22][C:23]3[O:27][N:26]=[C:25]([C:28]4[CH:29]=[CH:30][CH:31]=[CH:32][CH:33]=4)[CH:24]=3)[CH2:20][CH2:21]2)=[O:13])=[N:7][C:8]([O:9][CH2:10][CH3:11])=[C:3]([C:1]#[N:2])[CH:4]=1, predict the reactants needed to synthesize it. The reactants are: [C:1]([C:3]1[CH:4]=[C:5]([N+:34]([O-])=O)[C:6]([C:12]([NH:14][CH2:15][CH:16]2[CH2:21][CH2:20][N:19]([CH2:22][C:23]3[O:27][N:26]=[C:25]([C:28]4[CH:33]=[CH:32][CH:31]=[CH:30][CH:29]=4)[CH:24]=3)[CH2:18][CH2:17]2)=[O:13])=[N:7][C:8]=1[O:9][CH2:10][CH3:11])#[N:2].[Cl-:37].[NH4+].